Dataset: Full USPTO retrosynthesis dataset with 1.9M reactions from patents (1976-2016). Task: Predict the reactants needed to synthesize the given product. (1) Given the product [S:5]1[CH:9]=[CH:8][C:7]([CH2:10][CH:11]([OH:12])[CH2:1][CH3:2])=[CH:6]1, predict the reactants needed to synthesize it. The reactants are: [CH2:1]([Mg]Br)[CH3:2].[S:5]1[CH:9]=[CH:8][C:7]([CH2:10][CH:11]=[O:12])=[CH:6]1.[Cl-].[NH4+]. (2) Given the product [CH2:1]([O:3][C:4]([C:6]1[C:10]2[CH2:11][CH2:12][C:13]3[C:18]([C:9]=2[N:8]([CH3:20])[CH:7]=1)=[N:17][C:16]([NH2:19])=[N:15][CH:14]=3)=[O:5])[CH3:2], predict the reactants needed to synthesize it. The reactants are: [CH2:1]([O:3][C:4]([C:6]1[C:10]2[CH2:11][CH2:12][C:13]3[C:18]([C:9]=2[N:8]([CH3:20])[C:7]=1I)=[N:17][C:16]([NH2:19])=[N:15][CH:14]=3)=[O:5])[CH3:2].C(O[Na])=O. (3) Given the product [C:1]([O:5][C:6]([N:8]1[CH2:22][CH2:21][C:12]2=[C:13]([Cl:20])[N:14]3[C:18]([N:19]=[C:11]2[CH2:10][CH2:9]1)=[C:17]([I:23])[CH:16]=[N:15]3)=[O:7])([CH3:4])([CH3:2])[CH3:3], predict the reactants needed to synthesize it. The reactants are: [C:1]([O:5][C:6]([N:8]1[CH2:22][CH2:21][C:12]2=[C:13]([Cl:20])[N:14]3[C:18]([N:19]=[C:11]2[CH2:10][CH2:9]1)=[CH:17][CH:16]=[N:15]3)=[O:7])([CH3:4])([CH3:3])[CH3:2].[I:23]N1C(=O)CCC1=O.CCOC(C)=O. (4) Given the product [Br:1][C:2]1[CH:7]=[CH:6][C:5]([CH2:8][CH2:9][CH2:10][C:11]2[NH:17][C:15](=[O:16])[N:14]([CH2:18][C:19]3[CH:24]=[CH:23][C:22]([C:25]([CH3:28])([CH3:27])[CH3:26])=[CH:21][CH:20]=3)[N:13]=2)=[CH:4][CH:3]=1, predict the reactants needed to synthesize it. The reactants are: [Br:1][C:2]1[CH:7]=[CH:6][C:5]([CH2:8][CH2:9][CH2:10][C:11]([NH:13][N:14]([CH2:18][C:19]2[CH:24]=[CH:23][C:22]([C:25]([CH3:28])([CH3:27])[CH3:26])=[CH:21][CH:20]=2)[C:15]([NH2:17])=[O:16])=O)=[CH:4][CH:3]=1.C12(CS(O)(=O)=O)C(C)(C)C(CC1)CC2=O. (5) Given the product [CH3:1][CH:2]([CH3:22])[CH2:3][NH:4][C:5]1[CH:10]=[C:9]([CH3:11])[N:8]=[C:7]([O:12][C:13]2[CH:18]=[CH:17][CH:16]=[CH:15][CH:14]=2)[C:6]=1[NH2:19], predict the reactants needed to synthesize it. The reactants are: [CH3:1][CH:2]([CH3:22])[CH2:3][NH:4][C:5]1[CH:10]=[C:9]([CH3:11])[N:8]=[C:7]([O:12][C:13]2[CH:18]=[CH:17][CH:16]=[CH:15][CH:14]=2)[C:6]=1[N+:19]([O-])=O.[H][H]. (6) The reactants are: [C:1]([O:5][C:6](=[O:28])[NH:7][C:8]([C:10]1[S:11][C:12]([S:26][CH3:27])=[C:13]([S:15]([C:18]2[CH:19]=[N:20][C:21](Cl)=[C:22]([Br:24])[CH:23]=2)(=[O:17])=[O:16])[CH:14]=1)=[NH:9])([CH3:4])([CH3:3])[CH3:2].[NH2:29][CH2:30][C:31]1[CH:36]=[CH:35][N:34]=[CH:33][CH:32]=1. Given the product [C:1]([O:5][C:6](=[O:28])[NH:7][C:8]([C:10]1[S:11][C:12]([S:26][CH3:27])=[C:13]([S:15]([C:18]2[CH:19]=[N:20][C:21]([NH:29][CH2:30][C:31]3[CH:36]=[CH:35][N:34]=[CH:33][CH:32]=3)=[C:22]([Br:24])[CH:23]=2)(=[O:17])=[O:16])[CH:14]=1)=[NH:9])([CH3:4])([CH3:3])[CH3:2], predict the reactants needed to synthesize it.